From a dataset of Catalyst prediction with 721,799 reactions and 888 catalyst types from USPTO. Predict which catalyst facilitates the given reaction. (1) Reactant: [NH2:1][C:2]1[S:6][N:5]=[C:4]([CH3:7])[C:3]=1[C:8]([NH2:10])=[O:9].[C:11](OC)(OC)(OC)[CH2:12][CH2:13][CH3:14]. Product: [CH3:7][C:4]1[C:3]2[C:8](=[O:9])[NH:10][C:11]([CH2:12][CH2:13][CH3:14])=[N:1][C:2]=2[S:6][N:5]=1. The catalyst class is: 152. (2) Product: [ClH:22].[Cl:22][C:13]1[CH:14]=[CH:15][CH:16]=[C:17]([C:18]([F:21])([F:20])[F:19])[C:12]=1[N:11]=[C:9]1[NH:8][C@@H:3]2[CH2:4][CH2:5][CH2:6][CH2:7][C@H:2]2[NH:1]1. The catalyst class is: 286. Reactant: [NH2:1][C@@H:2]1[CH2:7][CH2:6][CH2:5][CH2:4][C@H:3]1[NH:8][C:9]([NH:11][C:12]1[C:17]([C:18]([F:21])([F:20])[F:19])=[CH:16][CH:15]=[CH:14][C:13]=1[Cl:22])=O. (3) Reactant: [CH2:1]([O:3][C:4](=[O:21])[CH:5]([C:11]([C:14]1[CH:19]=[CH:18][C:17]([Cl:20])=[CH:16][CH:15]=1)([CH3:13])[CH3:12])C(OCC)=O)[CH3:2].[Cl-].[Li+].O.C(OCC)C. Product: [Cl:20][C:17]1[CH:16]=[CH:15][C:14]([C:11]([CH3:12])([CH3:13])[CH2:5][C:4]([O:3][CH2:1][CH3:2])=[O:21])=[CH:19][CH:18]=1. The catalyst class is: 16. (4) Reactant: I[C:2]1[CH:3]=[N:4][C:5]([C:8]2[CH:9]=[C:10]([CH:26]=[CH:27][CH:28]=2)[CH2:11][N:12]2[C:16]3[CH:17]=[C:18]([C:21]([F:24])([F:23])[F:22])[CH:19]=[CH:20][C:15]=3[S:14][C:13]2=[O:25])=[N:6][CH:7]=1.[CH3:29][N:30]1[CH2:35][CH2:34][NH:33][CH2:32][CH2:31]1.O.O.O.P([O-])([O-])([O-])=O.[K+].[K+].[K+].C1(P(C2CCCCC2)C2C=CC=CC=2C2C(OC)=CC=CC=2OC)CCCCC1. Product: [CH3:29][N:30]1[CH2:35][CH2:34][N:33]([C:2]2[CH:3]=[N:4][C:5]([C:8]3[CH:9]=[C:10]([CH:26]=[CH:27][CH:28]=3)[CH2:11][N:12]3[C:16]4[CH:17]=[C:18]([C:21]([F:24])([F:23])[F:22])[CH:19]=[CH:20][C:15]=4[S:14][C:13]3=[O:25])=[N:6][CH:7]=2)[CH2:32][CH2:31]1. The catalyst class is: 93. (5) Reactant: [CH:1]1([C:4](=O)[C:5]#[C:6][CH:7]([O:11][CH2:12][CH3:13])[O:8][CH2:9][CH3:10])[CH2:3][CH2:2]1.Br.[CH2:16]([S:22][C:23](=[NH:25])[NH2:24])[CH2:17][CH2:18][CH2:19][CH2:20][CH3:21].C(N(CC)CC)C. Product: [CH:1]1([C:4]2[CH:5]=[C:6]([CH:7]([O:11][CH2:12][CH3:13])[O:8][CH2:9][CH3:10])[N:25]=[C:23]([S:22][CH2:16][CH2:17][CH2:18][CH2:19][CH2:20][CH3:21])[N:24]=2)[CH2:3][CH2:2]1. The catalyst class is: 1. (6) Reactant: C([O:4][CH2:5][C@H:6]1[CH2:11][C@@H:10]([O:12]C(=O)C)[CH2:9][CH2:8][C@@:7]1([C@H:17]1[CH2:25][CH2:24][C:23]2[C:22]([CH3:27])([CH3:26])[C@H:21]([OH:28])[CH2:20][C:19]=2[C@@H:18]1[CH2:29][OH:30])[CH3:16])(=O)C.C[O-].[Na+]. Product: [OH:12][C@H:10]1[CH2:9][CH2:8][C@@:7]([C@H:17]2[CH2:25][CH2:24][C:23]3[C:22]([CH3:26])([CH3:27])[C@H:21]([OH:28])[CH2:20][C:19]=3[C@@H:18]2[CH2:29][OH:30])([CH3:16])[C@@H:6]([CH2:5][OH:4])[CH2:11]1. The catalyst class is: 5. (7) Reactant: [Br-].[NH:2]1[C:10]2[C:5](=[CH:6][CH:7]=[CH:8][CH:9]=2)[C:4]([CH2:11][P+](C2C=CC=CC=2)(C2C=CC=CC=2)C2C=CC=CC=2)=[N:3]1.[O:31]=[C:32]1[NH:36][CH2:35][C:34](=[O:37])[N:33]1[CH2:38][CH2:39][O:40][C:41]1[CH:48]=[CH:47][C:44]([CH:45]=O)=[C:43]([N+:49]([O-:51])=[O:50])[C:42]=1[O:52][CH3:53].C(=O)([O-])[O-].[K+].[K+].O. Product: [NH:2]1[C:10]2[C:5](=[CH:6][CH:7]=[CH:8][CH:9]=2)[C:4](/[CH:11]=[CH:45]/[C:44]2[CH:47]=[CH:48][C:41]([O:40][CH2:39][CH2:38][N:33]3[C:34](=[O:37])[CH2:35][NH:36][C:32]3=[O:31])=[C:42]([O:52][CH3:53])[C:43]=2[N+:49]([O-:51])=[O:50])=[N:3]1. The catalyst class is: 5.